This data is from Catalyst prediction with 721,799 reactions and 888 catalyst types from USPTO. The task is: Predict which catalyst facilitates the given reaction. (1) Reactant: [F:1][C:2]1[CH:7]=[CH:6][C:5]([C:8]2[N:9]=[C:10]([S:20][CH2:21]C(O)=O)[N:11]([CH3:19])[C:12]=2[C:13]2[CH:18]=[CH:17][N:16]=[CH:15][CH:14]=2)=[CH:4][CH:3]=1.C(N1C=CN=C1)(N1C=CN=C1)=[O:26].C(=O)=O.N[C@H:41]([C:48]([OH:50])=[O:49])[CH2:42][C:43]1N=[CH:46][NH:45][CH:44]=1.C([O-])([O-])=O.[Na+].[Na+]. Product: [F:1][C:2]1[CH:7]=[CH:6][C:5]([C:8]2[N:9]=[C:10]([S:20][CH2:21][C:46]([N:45]3[CH2:44][CH2:43][CH2:42][CH:41]3[C:48]([OH:50])=[O:49])=[O:26])[N:11]([CH3:19])[C:12]=2[C:13]2[CH:18]=[CH:17][N:16]=[CH:15][CH:14]=2)=[CH:4][CH:3]=1. The catalyst class is: 1. (2) Reactant: [Cl:1][C:2]1[C:3]2[N:4]([C:8](I)=[C:9]([C:11]3[CH:16]=[CH:15][C:14]([F:17])=[CH:13][CH:12]=3)[N:10]=2)[CH:5]=[CH:6][CH:7]=1.[F:19][C:20]1[CH:25]=[C:24](B(O)O)[CH:23]=[CH:22][N:21]=1.C(=O)([O-])[O-].[Na+].[Na+].O. Product: [Cl:1][C:2]1[C:3]2[N:4]([C:8]([C:24]3[CH:23]=[CH:22][N:21]=[C:20]([F:19])[CH:25]=3)=[C:9]([C:11]3[CH:16]=[CH:15][C:14]([F:17])=[CH:13][CH:12]=3)[N:10]=2)[CH:5]=[CH:6][CH:7]=1. The catalyst class is: 558. (3) Reactant: C(OC(=O)[NH:7][C:8]1[N:17]([CH2:18][CH2:19][CH3:20])[CH2:16][C:15]2[C:10](=[CH:11][CH:12]=[C:13]([O:21][C:22]3[CH:27]=[CH:26][CH:25]=[C:24]([CH2:28][NH:29][CH2:30][C:31]4[C:36]([CH3:37])=[CH:35][C:34]([CH3:38])=[CH:33][C:32]=4[CH3:39])[CH:23]=3)[CH:14]=2)[N:9]=1)(C)(C)C. Product: [CH2:18]([N:17]1[CH2:16][C:15]2[C:10](=[CH:11][CH:12]=[C:13]([O:21][C:22]3[CH:27]=[CH:26][CH:25]=[C:24]([CH2:28][NH:29][CH2:30][C:31]4[C:36]([CH3:37])=[CH:35][C:34]([CH3:38])=[CH:33][C:32]=4[CH3:39])[CH:23]=3)[CH:14]=2)[N:9]=[C:8]1[NH2:7])[CH2:19][CH3:20]. The catalyst class is: 617. (4) Reactant: Br[C:2]1[CH:11]=[C:10]2[C:5]([C:6](=[O:12])[CH2:7][CH2:8][O:9]2)=[CH:4][CH:3]=1.[S:13]1[CH:17]=[CH:16][CH:15]=[C:14]1[SH:18].C(=O)([O-])[O-].[K+].[K+]. Product: [S:13]1[CH:17]=[CH:16][CH:15]=[C:14]1[S:18][C:2]1[CH:3]=[CH:4][C:5]2[C:6](=[O:12])[CH2:7][CH2:8][O:9][C:10]=2[CH:11]=1. The catalyst class is: 10. (5) Reactant: [S:1]=[C:2]1[NH:6][C:5]2=[C:7]([C:11]([O:13]C)=[O:12])[CH:8]=[CH:9][CH:10]=[C:4]2[O:3]1.O.[OH-].[Li+:17]. Product: [S:1]=[C:2]1[NH:6][C:5]2=[C:7]([C:11]([O-:13])=[O:12])[CH:8]=[CH:9][CH:10]=[C:4]2[O:3]1.[Li+:17]. The catalyst class is: 20. (6) Reactant: [CH2:1]([O:3][C:4]([C@@H:6]1[CH2:15][C@@H:14]2[C@@H:9]([CH2:10][CH2:11][C@H:12]([CH2:16][N:17]3[CH:21]=[C:20]([C:22]([O:24][CH2:25][CH3:26])=[O:23])[N:19]=[CH:18]3)[CH2:13]2)[CH2:8][NH:7]1)=[O:5])[CH3:2].[C:27]([OH:39])(=[O:38])[CH2:28][C:29]([CH2:34][C:35]([OH:37])=[O:36])([C:31]([OH:33])=[O:32])[OH:30]. Product: [C:27]([OH:39])(=[O:38])[CH2:28][C:29]([CH2:34][C:35]([OH:37])=[O:36])([C:31]([OH:33])=[O:32])[OH:30].[CH2:1]([O:3][C:4]([C@@H:6]1[CH2:15][C@@H:14]2[C@@H:9]([CH2:10][CH2:11][C@H:12]([CH2:16][N:17]3[CH:21]=[C:20]([C:22]([O:24][CH2:25][CH3:26])=[O:23])[N:19]=[CH:18]3)[CH2:13]2)[CH2:8][NH:7]1)=[O:5])[CH3:2]. The catalyst class is: 41. (7) Reactant: [OH:1][C:2]1[CH:7]=[C:6]([O:8][CH2:9][CH2:10][O:11][CH3:12])[CH:5]=[CH:4][C:3]=1[CH2:13][CH2:14][C:15]([O:17][CH2:18][CH3:19])=[O:16].[H-].[Na+].[Cl:22][C:23]1[CH:30]=[C:29]([Cl:31])[CH:28]=[CH:27][C:24]=1[CH2:25]Cl.[Cl-].[NH4+]. Product: [Cl:22][C:23]1[CH:30]=[C:29]([Cl:31])[CH:28]=[CH:27][C:24]=1[CH2:25][O:1][C:2]1[CH:7]=[C:6]([O:8][CH2:9][CH2:10][O:11][CH3:12])[CH:5]=[CH:4][C:3]=1[CH2:13][CH2:14][C:15]([O:17][CH2:18][CH3:19])=[O:16]. The catalyst class is: 9. (8) Product: [CH:9]1([C:14]([N:16]2[CH2:21][CH:20]([C:22]3[CH:23]=[CH:24][C:25]([C:28]([F:30])([F:31])[F:29])=[CH:26][CH:27]=3)[CH2:19][CH:18]([C:32]([OH:34])=[O:33])[CH2:17]2)=[O:15])[CH2:13][CH2:12][CH2:11][CH2:10]1. The catalyst class is: 6. Reactant: O1CCOCC1.[OH-].[Li+].[CH:9]1([C:14]([N:16]2[CH2:21][CH:20]([C:22]3[CH:27]=[CH:26][C:25]([C:28]([F:31])([F:30])[F:29])=[CH:24][CH:23]=3)[CH2:19][CH:18]([C:32]([O:34]CC)=[O:33])[CH2:17]2)=[O:15])[CH2:13][CH2:12][CH2:11][CH2:10]1. (9) Reactant: [C:1]([C:4]1[CH:16]=[CH:15][C:14]2[C:13]3[C:8](=[CH:9][C:10]([O:17][CH2:18][CH2:19][CH2:20][CH2:21][O:22][CH2:23][CH:24]=[CH2:25])=[CH:11][CH:12]=3)[CH2:7][C:6]=2[CH:5]=1)(=[O:3])C.Br[O-].[Na+].[OH-].[Na+].BrBr.S([O-])([O-])(=[O:35])=S.[Na+].[Na+].Cl. Product: [CH2:23]([O:22][CH2:21][CH2:20][CH2:19][CH2:18][O:17][C:10]1[CH:9]=[CH:8][C:13]2[C:14]3[C:6](=[CH:5][C:4]([C:1]([OH:35])=[O:3])=[CH:16][CH:15]=3)[CH2:7][C:12]=2[CH:11]=1)[CH:24]=[CH2:25]. The catalyst class is: 127. (10) The catalyst class is: 44. Product: [Cl:3][C:4]1[N:14]=[C:13]2[C:7]([N:8]([CH3:16])[C:9](=[O:15])[CH2:10][CH2:11][N:12]2[CH2:18][C:19]2[N:20]=[C:21]([CH3:24])[S:22][CH:23]=2)=[CH:6][N:5]=1. Reactant: [H-].[Na+].[Cl:3][C:4]1[N:14]=[C:13]2[C:7]([N:8]([CH3:16])[C:9](=[O:15])[CH2:10][CH2:11][NH:12]2)=[CH:6][N:5]=1.Cl[CH2:18][C:19]1[N:20]=[C:21]([CH3:24])[S:22][CH:23]=1.